From a dataset of Catalyst prediction with 721,799 reactions and 888 catalyst types from USPTO. Predict which catalyst facilitates the given reaction. (1) The catalyst class is: 7. Reactant: [N:1]1[CH:6]=[CH:5][C:4]([C:7]2[N:8]=[C:9]3[CH2:15][CH2:14][CH2:13][CH2:12][CH2:11][N:10]3[C:16](=[O:18])[CH:17]=2)=[N:3][CH:2]=1.C[Si]([N-][Si](C)(C)C)(C)C.[Li+].Br[CH2:30][CH2:31][C:32]1[CH:37]=[CH:36][CH:35]=[CH:34][C:33]=1[O:38][CH3:39]. Product: [CH3:39][O:38][C:33]1[CH:34]=[CH:35][CH:36]=[CH:37][C:32]=1[CH2:31][CH2:30][CH:15]1[CH2:14][CH2:13][CH2:12][CH2:11][N:10]2[C:16](=[O:18])[CH:17]=[C:7]([C:4]3[CH:5]=[CH:6][N:1]=[CH:2][N:3]=3)[N:8]=[C:9]12. (2) Reactant: [S:1]1[CH:5]=[CH:4][CH:3]=[C:2]1[C:6]1[N:10]2[N:11]=[C:12]([S:15][CH2:16][C:17]([OH:19])=O)[CH:13]=[CH:14][C:9]2=[N:8][N:7]=1.CN(C(ON1N=N[C:30]2[CH:31]=[CH:32][CH:33]=[N:34][C:29]1=2)=[N+](C)C)C.F[P-](F)(F)(F)(F)F.N1CCCCC1.CCN(C(C)C)C(C)C. Product: [N:34]1([C:17](=[O:19])[CH2:16][S:15][C:12]2[CH:13]=[CH:14][C:9]3[N:10]([C:6]([C:2]4[S:1][CH:5]=[CH:4][CH:3]=4)=[N:7][N:8]=3)[N:11]=2)[CH2:29][CH2:30][CH2:31][CH2:32][CH2:33]1. The catalyst class is: 3.